Dataset: Forward reaction prediction with 1.9M reactions from USPTO patents (1976-2016). Task: Predict the product of the given reaction. (1) The product is: [C:21]([O-:40])(=[O:39])[CH2:22][CH2:23][CH2:24][CH2:25][CH2:26][CH2:27][CH2:28][CH2:29][CH2:30][CH2:31][CH2:32][CH2:33][CH2:34][CH2:35][CH2:36][CH2:37][CH3:38].[Ca+2:42].[C:44]([O-:63])(=[O:62])[CH2:45][CH2:46][CH2:47][CH2:48][CH2:49][CH2:50][CH2:51][CH2:52][CH2:53][CH2:54][CH2:55][CH2:56][CH2:57][CH2:58][CH2:59][CH2:60][CH3:61]. Given the reactants CC(C(O)=O)C1C=CC(CC2C(=O)CCC2)=CC=1.[OH-].[K+].[C:21]([OH:40])(=[O:39])[CH2:22][CH2:23][CH2:24][CH2:25][CH2:26][CH2:27][CH2:28][CH2:29][CH2:30][CH2:31][CH2:32][CH2:33][CH2:34][CH2:35][CH2:36][CH2:37][CH3:38].[OH-].[Ca+2:42].[OH-].[C:44]([O:63]CC(CO)O)(=[O:62])[CH2:45][CH2:46][CH2:47][CH2:48][CH2:49][CH2:50][CH2:51][CH2:52][CH2:53][CH2:54][CH2:55][CH2:56][CH2:57][CH2:58][CH2:59][CH2:60][CH3:61], predict the reaction product. (2) Given the reactants [F:1][C:2]1[CH:3]=[N:4][CH:5]=[CH:6][C:7]=1[C:8](=[O:10])[CH3:9].[Br:11]Br.[BrH:13].CC(O)=O, predict the reaction product. The product is: [BrH:11].[F:1][C:2]1[C:3]([Br:13])=[N:4][CH:5]=[CH:6][C:7]=1[C:8](=[O:10])[CH3:9].